This data is from Catalyst prediction with 721,799 reactions and 888 catalyst types from USPTO. The task is: Predict which catalyst facilitates the given reaction. (1) Reactant: C[O:2][C:3](=[O:24])[C:4]1[CH:9]=[CH:8][C:7]([CH2:10][O:11][C:12]2[CH:13]=[N:14][CH:15]=[CH:16][CH:17]=2)=[CH:6][C:5]=1[C:18]1[CH:23]=[CH:22][CH:21]=[CH:20][CH:19]=1.[OH-].[Na+]. Product: [N:14]1[CH:15]=[CH:16][CH:17]=[C:12]([O:11][CH2:10][C:7]2[CH:8]=[CH:9][C:4]([C:3]([OH:24])=[O:2])=[C:5]([C:18]3[CH:23]=[CH:22][CH:21]=[CH:20][CH:19]=3)[CH:6]=2)[CH:13]=1. The catalyst class is: 5. (2) Product: [C:1]1([N:7]2[CH2:11][CH2:12][O:13][C:22](=[O:24])[O:10][CH2:9][CH2:8]2)[CH:6]=[CH:5][CH:4]=[CH:3][CH:2]=1. The catalyst class is: 1. Reactant: [C:1]1([N:7]([CH2:11][CH2:12][OH:13])[CH2:8][CH2:9][OH:10])[CH:6]=[CH:5][CH:4]=[CH:3][CH:2]=1.C(N(CC)CC)C.Cl[C:22](Cl)([O:24]C(=O)OC(Cl)(Cl)Cl)Cl. (3) Reactant: [N:1]1[CH:6]=[CH:5][C:4]([C:7]2[N:11]=[C:10]([C@@H:12]3[CH2:16][CH2:15][C@H:14]([CH2:17][OH:18])[CH2:13]3)[O:9][N:8]=2)=[CH:3][CH:2]=1.[H-].[Na+].Br[CH2:22][CH2:23][CH2:24][CH3:25]. Product: [CH2:22]([O:18][CH2:17][C@@H:14]1[CH2:15][CH2:16][C@H:12]([C:10]2[O:9][N:8]=[C:7]([C:4]3[CH:3]=[CH:2][N:1]=[CH:6][CH:5]=3)[N:11]=2)[CH2:13]1)[CH2:23][CH2:24][CH3:25]. The catalyst class is: 807. (4) Reactant: [NH2:1][C:2]1[CH:7]=[CH:6][N:5]=[C:4]([CH3:8])[C:3]=1[N+:9]([O-:11])=[O:10].[Br:12][C:13]1[CH:18]=[CH:17][N:16]=[C:15](F)[CH:14]=1.C(=O)([O-])[O-].[Cs+].[Cs+]. Product: [Br:12][C:13]1[CH:18]=[CH:17][N:16]=[C:15]([NH:1][C:2]2[CH:7]=[CH:6][N:5]=[C:4]([CH3:8])[C:3]=2[N+:9]([O-:11])=[O:10])[CH:14]=1. The catalyst class is: 3. (5) Reactant: [NH:1]1[CH2:4][CH:3]([N:5]2[CH2:10][CH:9]=[C:8]([C:11]3[C:15]4[CH:16]=[N:17][C:18]([NH2:32])=[C:19]([O:20][C@@H:21]([C:23]5[C:28]([Cl:29])=[CH:27][CH:26]=[C:25]([F:30])[C:24]=5[Cl:31])[CH3:22])[C:14]=4[O:13][CH:12]=3)[CH2:7][CH2:6]2)[CH2:2]1.C[Si]([N:37]=[C:38]=[O:39])(C)C.CN(C=O)C.CCN(C(C)C)C(C)C.N. Product: [NH2:32][C:18]1[N:17]=[CH:16][C:15]2[C:11]([C:8]3[CH2:7][CH2:6][N:5]([CH:3]4[CH2:2][N:1]([C:38]([NH2:37])=[O:39])[CH2:4]4)[CH2:10][CH:9]=3)=[CH:12][O:13][C:14]=2[C:19]=1[O:20][C@@H:21]([C:23]1[C:28]([Cl:29])=[CH:27][CH:26]=[C:25]([F:30])[C:24]=1[Cl:31])[CH3:22]. The catalyst class is: 5. (6) Reactant: [NH2:1][C:2]1[N:3]=[C:4]([NH:17][CH:18]2[CH2:23][CH2:22][N:21]([S:24]([CH2:27][CH2:28][CH2:29]I)(=[O:26])=[O:25])[CH2:20][CH2:19]2)[S:5][C:6]=1[C:7]([C:9]1[C:14]([F:15])=[CH:13][CH:12]=[CH:11][C:10]=1[F:16])=[O:8].[CH3:31][C:32]1([CH3:38])[CH2:37][CH2:36][CH2:35][NH:34][CH2:33]1. Product: [NH2:1][C:2]1[N:3]=[C:4]([NH:17][CH:18]2[CH2:23][CH2:22][N:21]([S:24]([CH2:27][CH2:28][CH2:29][N:34]3[CH2:35][CH2:36][CH2:37][C:32]([CH3:38])([CH3:31])[CH2:33]3)(=[O:26])=[O:25])[CH2:20][CH2:19]2)[S:5][C:6]=1[C:7]([C:9]1[C:14]([F:15])=[CH:13][CH:12]=[CH:11][C:10]=1[F:16])=[O:8]. The catalyst class is: 16.